This data is from Forward reaction prediction with 1.9M reactions from USPTO patents (1976-2016). The task is: Predict the product of the given reaction. (1) Given the reactants I[C:2]1[CH:7]=[CH:6][C:5]([O:8][C:9]([F:12])([F:11])[F:10])=[CH:4][CH:3]=1.C([Mg]Cl)(C)C.[Cl-].[Li+].[F:20][C:21]1[C:22](/[CH:27]=[N:28]/[S@:29]([C:31]([CH3:34])([CH3:33])[CH3:32])=[O:30])=[N:23][CH:24]=[CH:25][CH:26]=1, predict the reaction product. The product is: [F:20][C:21]1[C:22]([C@H:27]([C:2]2[CH:7]=[CH:6][C:5]([O:8][C:9]([F:12])([F:11])[F:10])=[CH:4][CH:3]=2)[NH:28][S@:29]([C:31]([CH3:34])([CH3:33])[CH3:32])=[O:30])=[N:23][CH:24]=[CH:25][CH:26]=1. (2) Given the reactants [CH:1]([NH:14][C:15]1[CH:20]=[CH:19][C:18]([Cl:21])=[CH:17][C:16]=1[C:22]#[C:23][CH2:24][CH2:25][N:26]1[C:34](=[O:35])[C:33]2[C:28](=[CH:29][CH:30]=[CH:31][CH:32]=2)[C:27]1=[O:36])([C:8]1[CH:13]=[CH:12][CH:11]=[CH:10][CH:9]=1)[C:2]1[CH:7]=[CH:6][CH:5]=[CH:4][CH:3]=1, predict the reaction product. The product is: [CH:1]([N:14]1[C:15]2[C:16](=[CH:17][C:18]([Cl:21])=[CH:19][CH:20]=2)[CH:22]=[C:23]1[CH2:24][CH2:25][N:26]1[C:27](=[O:36])[C:28]2[C:33](=[CH:32][CH:31]=[CH:30][CH:29]=2)[C:34]1=[O:35])([C:2]1[CH:7]=[CH:6][CH:5]=[CH:4][CH:3]=1)[C:8]1[CH:9]=[CH:10][CH:11]=[CH:12][CH:13]=1. (3) Given the reactants [F:1][C:2]([F:14])([F:13])[CH:3]([C:9]([F:12])([F:11])[F:10])[CH:4]([C:6]([OH:8])=[O:7])[NH2:5].[Si](C=[N+]=[N-])(C)(C)[CH3:16].C[Si](C)(C)C.CO.C(Cl)(Cl)Cl, predict the reaction product. The product is: [NH2:5][CH:4]([CH:3]([C:9]([F:11])([F:10])[F:12])[C:2]([F:13])([F:14])[F:1])[C:6]([O:8][CH3:16])=[O:7]. (4) Given the reactants [CH3:1][C:2]([CH3:32])([CH3:31])[CH2:3][N:4]1[C:12]2[C:7](=[N:8][C:9]([C:13]3[CH:14]4[CH2:20][CH2:19][CH:17]([CH:18]=3)[N:16](C3C=CC(OC)=CC=3)[CH2:15]4)=[CH:10][CH:11]=2)[N:6]([CH3:29])[C:5]1=[O:30].CC#N.OS(O)(=O)=O.I(O)(=O)(=O)=O, predict the reaction product. The product is: [CH:17]12[CH2:19][CH2:20][CH:14]([C:13]([C:9]3[N:8]=[C:7]4[N:6]([CH3:29])[C:5](=[O:30])[N:4]([CH2:3][C:2]([CH3:31])([CH3:32])[CH3:1])[C:12]4=[CH:11][CH:10]=3)=[CH:18]1)[CH2:15][NH:16]2. (5) Given the reactants [CH2:1]([O:4][C:5]1[C:6](Br)=[N:7][CH:8]=[CH:9][CH:10]=1)[CH:2]=C.C1C=CC(P(C2C=CC=CC=2)C2C=CC=CC=2)=CC=1.CC([O-])=[O:33].[K+], predict the reaction product. The product is: [O:4]1[C:5]2[C:6](=[N:7][CH:8]=[CH:9][CH:10]=2)[C:2](=[O:33])[CH2:1]1. (6) Given the reactants FC(F)(F)C(O)=O.[C:8]([C:12]1[NH:13][C:14]2[C:19]([CH:20]=1)=[CH:18][CH:17]=[CH:16][CH:15]=2)([CH3:11])([CH3:10])[CH3:9].[CH3:21][CH:22]([CH3:26])[CH2:23][CH:24]=O, predict the reaction product. The product is: [C:8]([C:12]1[NH:13][C:14]2[C:19]([C:20]=1[CH2:24][CH2:23][CH:22]([CH3:26])[CH3:21])=[CH:18][CH:17]=[CH:16][CH:15]=2)([CH3:11])([CH3:9])[CH3:10]. (7) Given the reactants C[O:2][C:3](=[O:31])[C:4]1[CH:9]=[CH:8][CH:7]=[C:6]([O:10][C:11]2[CH:16]=[CH:15][CH:14]=[C:13]([C:17]3[O:18][C:19]([NH:22][C:23]4[CH:28]=[CH:27][C:26]([Cl:29])=[C:25]([Cl:30])[CH:24]=4)=[N:20][N:21]=3)[CH:12]=2)[CH:5]=1.C([O-])([O-])=O.[K+].[K+].CO[C:40](=O)[C:41]1[CH:46]=[CH:45][C:44](CBr)=[CH:43][CH:42]=1.C(OCC)(=O)C, predict the reaction product. The product is: [CH2:40]([C:25]1([Cl:30])[C:26]([Cl:29])=[CH:27][CH:28]=[C:23]([NH:22][C:19]2[O:18][C:17]([C:13]3[CH:12]=[C:11]([CH:16]=[CH:15][CH:14]=3)[O:10][C:6]3[CH:5]=[C:4]([CH:9]=[CH:8][CH:7]=3)[C:3]([OH:2])=[O:31])=[N:21][N:20]=2)[CH2:24]1)[C:41]1[CH:46]=[CH:45][CH:44]=[CH:43][CH:42]=1.